Dataset: Reaction yield outcomes from USPTO patents with 853,638 reactions. Task: Predict the reaction yield, written as a fraction of the theoretical maximum amount of product (1.0 means a 100% yield; for example, 0.34 means a 34% yield). (1) The reactants are [CH3:1][CH:2]([CH3:28])[C@@H:3]([NH:8][S:9]([C:12]1[CH:27]=[CH:26][C:15]2[O:16][C:17]3[CH:22]=[C:21]([N+:23]([O-])=O)[CH:20]=[CH:19][C:18]=3[C:14]=2[CH:13]=1)(=[O:11])=[O:10])[C:4]([O:6][CH3:7])=[O:5]. The catalyst is CO.[Pd]. The product is [NH2:23][C:21]1[CH:20]=[CH:19][C:18]2[C:14]3[CH:13]=[C:12]([S:9]([NH:8][C@H:3]([CH:2]([CH3:1])[CH3:28])[C:4]([O:6][CH3:7])=[O:5])(=[O:10])=[O:11])[CH:27]=[CH:26][C:15]=3[O:16][C:17]=2[CH:22]=1. The yield is 1.00. (2) The reactants are C([O:8][C:9]1[CH:14]=[CH:13][C:12]([CH2:15][CH2:16][CH2:17][CH2:18][CH2:19][CH2:20][CH2:21][S:22]([F:25])(=[O:24])=[O:23])=[CH:11][CH:10]=1)C1C=CC=CC=1.B(F)(F)F.CCOCC. The catalyst is C(S)(S)C.C(OCC)C.O. The product is [OH:8][C:9]1[CH:10]=[CH:11][C:12]([CH2:15][CH2:16][CH2:17][CH2:18][CH2:19][CH2:20][CH2:21][S:22]([F:25])(=[O:24])=[O:23])=[CH:13][CH:14]=1. The yield is 0.700. (3) The reactants are CO.C([Cl:6])(=O)C.[Cl:7][C:8]1[C:9]([N:14]2[CH2:19][CH2:18][N:17]([CH2:20][C:21]3[CH:22]=[N:23][N:24]([CH3:27])[C:25]=3[CH3:26])[CH2:16][CH2:15]2)=[N:10][CH:11]=[CH:12][N:13]=1.Cl. The catalyst is C1(C)C=CC=CC=1. The product is [ClH:6].[Cl:7][C:8]1[C:9]([N:14]2[CH2:15][CH2:16][N:17]([CH2:20][C:21]3[CH:22]=[N:23][N:24]([CH3:27])[C:25]=3[CH3:26])[CH2:18][CH2:19]2)=[N:10][CH:11]=[CH:12][N:13]=1. The yield is 0.870.